Dataset: Reaction yield outcomes from USPTO patents with 853,638 reactions. Task: Predict the reaction yield, written as a fraction of the theoretical maximum amount of product (1.0 means a 100% yield; for example, 0.34 means a 34% yield). (1) The reactants are [NH2:1][C:2]1[CH:3]=[C:4]([CH:21]=[CH:22][C:23]=1[F:24])[O:5][C:6]1[CH:7]=[CH:8][C:9]2[N:10]([CH:12]=[C:13]([NH:15][C:16]([CH:18]3[CH2:20][CH2:19]3)=[O:17])[N:14]=2)[N:11]=1.[CH3:25][N:26]1[C:30]([C:31](Cl)=[O:32])=[CH:29][C:28]([CH3:34])=[N:27]1.C(=O)([O-])O.[Na+]. The catalyst is CN(C)C(=O)C. The product is [CH:18]1([C:16]([NH:15][C:13]2[N:14]=[C:9]3[CH:8]=[CH:7][C:6]([O:5][C:4]4[CH:21]=[CH:22][C:23]([F:24])=[C:2]([NH:1][C:31]([C:30]5[N:26]([CH3:25])[N:27]=[C:28]([CH3:34])[CH:29]=5)=[O:32])[CH:3]=4)=[N:11][N:10]3[CH:12]=2)=[O:17])[CH2:20][CH2:19]1. The yield is 0.650. (2) The reactants are [C:1]([C:4]1[C:34](=[O:35])[C@@:8]2([CH3:36])[C:9]3[C:15]([OH:16])=[CH:14][C:13]([O:17][CH3:18])=[C:12]([C:19]([NH:21][CH2:22][C:23]4[C:32]5[C:27](=[CH:28][CH:29]=[CH:30][CH:31]=5)[CH:26]=[CH:25][C:24]=4[CH3:33])=[O:20])[C:10]=3[O:11][C:7]2=[CH:6][C:5]=1[OH:37])(=O)[CH3:2].Cl.[CH2:39]([O:41][NH2:42])[CH3:40].C(=O)(O)[O-].[Na+]. The catalyst is O1CCCC1.CO. The product is [CH2:39]([O:41]/[N:42]=[C:1](/[C:4]1[C:34](=[O:35])[C@@:8]2([CH3:36])[C:9]3[C:15]([OH:16])=[CH:14][C:13]([O:17][CH3:18])=[C:12]([C:19]([NH:21][CH2:22][C:23]4[C:32]5[C:27](=[CH:28][CH:29]=[CH:30][CH:31]=5)[CH:26]=[CH:25][C:24]=4[CH3:33])=[O:20])[C:10]=3[O:11][C:7]2=[CH:6][C:5]=1[OH:37])\[CH3:2])[CH3:40]. The yield is 0.870. (3) The reactants are [CH3:1][N:2]1[C:6]2=[CH:7][CH:8]=[C:9]3[C:14]([N:13]=[C:12]([C:15]4[CH:16]=[C:17]([CH:20]=[CH:21][CH:22]=4)[CH:18]=[O:19])[N:11]=[C:10]3[N:23]3[CH2:28][CH2:27][O:26][CH2:25][CH2:24]3)=[C:5]2[CH:4]=[CH:3]1.[CH3:29][Mg]Br. The catalyst is C1COCC1. The product is [CH3:1][N:2]1[C:6]2=[CH:7][CH:8]=[C:9]3[C:14]([N:13]=[C:12]([C:15]4[CH:16]=[C:17]([CH:18]([OH:19])[CH3:29])[CH:20]=[CH:21][CH:22]=4)[N:11]=[C:10]3[N:23]3[CH2:28][CH2:27][O:26][CH2:25][CH2:24]3)=[C:5]2[CH:4]=[CH:3]1. The yield is 0.330. (4) The reactants are [C:1]([O:5][C:6]([NH:8][CH:9]([CH:13]1[CH2:18][CH2:17][O:16][CH2:15][CH2:14]1)[C:10]([OH:12])=O)=[O:7])([CH3:4])([CH3:3])[CH3:2].[NH:19]1[CH2:23][CH2:22][C@H:21]([OH:24])[CH2:20]1.CCN=C=NCCCN(C)C.C1C=CC2N(O)N=NC=2C=1. The catalyst is ClCCl. The product is [OH:24][C@H:21]1[CH2:22][CH2:23][N:19]([C:10](=[O:12])[CH:9]([NH:8][C:6](=[O:7])[O:5][C:1]([CH3:2])([CH3:3])[CH3:4])[CH:13]2[CH2:18][CH2:17][O:16][CH2:15][CH2:14]2)[CH2:20]1. The yield is 0.470.